Dataset: Full USPTO retrosynthesis dataset with 1.9M reactions from patents (1976-2016). Task: Predict the reactants needed to synthesize the given product. Given the product [F:33][C:2]1([F:1])[O:6][C:5]2[CH:7]=[CH:8][C:9]([C:11]3([C:14]([NH:16][C@@H:17]4[CH2:22][CH2:21][O:20][C@@H:19]([C:23]5[CH:32]=[CH:31][CH:30]=[C:25]([CH2:26][OH:27])[CH:24]=5)[CH2:18]4)=[O:15])[CH2:13][CH2:12]3)=[CH:10][C:4]=2[O:3]1, predict the reactants needed to synthesize it. The reactants are: [F:1][C:2]1([F:33])[O:6][C:5]2[CH:7]=[CH:8][C:9]([C:11]3([C:14]([NH:16][C@@H:17]4[CH2:22][CH2:21][O:20][C@@H:19]([C:23]5[CH:24]=[C:25]([CH:30]=[CH:31][CH:32]=5)[C:26](OC)=[O:27])[CH2:18]4)=[O:15])[CH2:13][CH2:12]3)=[CH:10][C:4]=2[O:3]1.[BH4-].[Na+].